From a dataset of Cav3 T-type calcium channel HTS with 100,875 compounds. Binary Classification. Given a drug SMILES string, predict its activity (active/inactive) in a high-throughput screening assay against a specified biological target. (1) The drug is S(CC(=O)Nc1oc(c(c2ccc(OC)cc2)c1C#N)c1ccc(OC)cc1)c1[nH]ncn1. The result is 0 (inactive). (2) The drug is O(c1cc(CNCCNC(=O)c2nonc2N)ccc1OC)C. The result is 0 (inactive).